Task: Predict the reaction yield, written as a fraction of the theoretical maximum amount of product (1.0 means a 100% yield; for example, 0.34 means a 34% yield).. Dataset: Reaction yield outcomes from USPTO patents with 853,638 reactions (1) The reactants are [CH2:1]([N:8]1[CH2:13][CH2:12][C:11]([CH2:17][C:18]([NH:20][CH2:21][C:22]2[CH:27]=CC(OC)=[CH:24][CH:23]=2)=[O:19])([C:14](O)=[O:15])[CH2:10][CH2:9]1)[C:2]1[CH:7]=[CH:6][CH:5]=[CH:4][CH:3]=1.C([O-])(=O)C.[Na+].[C:35]([O:38][C:39](=O)[CH3:40])(=O)C. No catalyst specified. The product is [CH2:1]([N:8]1[CH2:13][CH2:12][C:11]2([C:14](=[O:15])[N:20]([CH2:21][C:22]3[CH:27]=[CH:40][C:39]([O:38][CH3:35])=[CH:24][CH:23]=3)[C:18](=[O:19])[CH2:17]2)[CH2:10][CH2:9]1)[C:2]1[CH:7]=[CH:6][CH:5]=[CH:4][CH:3]=1. The yield is 0.610. (2) The reactants are P(Cl)(Cl)(Cl)(Cl)Cl.[I:7][C:8]1[CH:13]=[CH:12][C:11]([N:14]2[CH2:19][CH2:18][CH2:17]C[C:15]2=[O:20])=[CH:10][CH:9]=1.[CH:21]([Cl:24])(Cl)[Cl:22]. No catalyst specified. The product is [Cl:22][C:21]1([Cl:24])[CH2:17][CH2:18][CH2:19][N:14]([C:11]2[CH:10]=[CH:9][C:8]([I:7])=[CH:13][CH:12]=2)[C:15]1=[O:20]. The yield is 0.870.